This data is from NCI-60 drug combinations with 297,098 pairs across 59 cell lines. The task is: Regression. Given two drug SMILES strings and cell line genomic features, predict the synergy score measuring deviation from expected non-interaction effect. (1) Drug 1: C1CCC(C1)C(CC#N)N2C=C(C=N2)C3=C4C=CNC4=NC=N3. Drug 2: CCC1(CC2CC(C3=C(CCN(C2)C1)C4=CC=CC=C4N3)(C5=C(C=C6C(=C5)C78CCN9C7C(C=CC9)(C(C(C8N6C=O)(C(=O)OC)O)OC(=O)C)CC)OC)C(=O)OC)O.OS(=O)(=O)O. Cell line: A549. Synergy scores: CSS=3.89, Synergy_ZIP=-3.41, Synergy_Bliss=-2.75, Synergy_Loewe=-6.30, Synergy_HSA=-5.08. (2) Drug 1: CC12CCC3C(C1CCC2=O)CC(=C)C4=CC(=O)C=CC34C. Drug 2: C1=NC2=C(N=C(N=C2N1C3C(C(C(O3)CO)O)O)F)N. Cell line: RPMI-8226. Synergy scores: CSS=14.6, Synergy_ZIP=-0.548, Synergy_Bliss=-2.62, Synergy_Loewe=-0.350, Synergy_HSA=-1.73. (3) Drug 1: CC1=C(C=C(C=C1)NC2=NC=CC(=N2)N(C)C3=CC4=NN(C(=C4C=C3)C)C)S(=O)(=O)N.Cl. Drug 2: C1=CC(=C2C(=C1NCCNCCO)C(=O)C3=C(C=CC(=C3C2=O)O)O)NCCNCCO. Cell line: HCT-15. Synergy scores: CSS=61.2, Synergy_ZIP=8.34, Synergy_Bliss=7.42, Synergy_Loewe=-42.6, Synergy_HSA=6.20. (4) Drug 1: CC(C1=C(C=CC(=C1Cl)F)Cl)OC2=C(N=CC(=C2)C3=CN(N=C3)C4CCNCC4)N. Drug 2: CC(C)(C#N)C1=CC(=CC(=C1)CN2C=NC=N2)C(C)(C)C#N. Cell line: UACC62. Synergy scores: CSS=6.07, Synergy_ZIP=-1.79, Synergy_Bliss=0.539, Synergy_Loewe=-3.15, Synergy_HSA=0.00823.